The task is: Predict the reactants needed to synthesize the given product.. This data is from Full USPTO retrosynthesis dataset with 1.9M reactions from patents (1976-2016). (1) Given the product [OH:5][C:4]1[CH:3]=[C:2]([O:10][S:18]([C:13]2[CH:14]=[CH:15][CH:16]=[CH:17][C:12]=2[Cl:11])(=[O:20])=[O:19])[CH:9]=[C:7]([CH3:8])[CH:6]=1, predict the reactants needed to synthesize it. The reactants are: O.[C:2]1([OH:10])[CH:9]=[C:7]([CH3:8])[CH:6]=[C:4]([OH:5])[CH:3]=1.[Cl:11][C:12]1[CH:17]=[CH:16][CH:15]=[CH:14][C:13]=1[S:18](Cl)(=[O:20])=[O:19]. (2) Given the product [O:16]1[C:15]2[CH:1]=[CH:2][CH:3]=[CH:4][C:7]=2[CH2:8][CH2:9][NH:17]1.[C:10]1([OH:13])[CH:9]=[CH:8][C:7]([C:4]2[CH:5]=[CH:6][C:1]([OH:14])=[CH:2][CH:3]=2)=[CH:12][CH:11]=1, predict the reactants needed to synthesize it. The reactants are: [C:1]1([OH:14])[CH:6]=[CH:5][C:4]([C:7]2[CH:12]=[CH:11][C:10]([OH:13])=[CH:9][CH:8]=2)=[CH:3][CH:2]=1.[CH2:15]=[O:16].[NH2:17]C1C=CC=CC=1. (3) Given the product [CH:41]([O:44][C:45]([C@H:47]1[CH2:48][CH2:49][C@H:50]([C:53]2[CH:54]=[CH:55][C:56]([NH:59][C:10]([C:3]3[O:2][N:1]=[C:5]4[CH:6]=[CH:7][CH:8]=[CH:9][C:4]=34)=[O:12])=[CH:57][CH:58]=2)[CH2:51][CH2:52]1)=[O:46])([CH3:43])[CH3:42], predict the reactants needed to synthesize it. The reactants are: [N:1]1[O:2][C:3]([C:10]([OH:12])=O)=[C:4]2[CH:9]=[CH:8][CH:7]=[CH:6][C:5]=12.CCN=C=NCCCN(C)C.C1C=CC2N(O)N=NC=2C=1.C(N(CC)CC)C.[CH:41]([O:44][C:45]([C@H:47]1[CH2:52][CH2:51][C@H:50]([C:53]2[CH:58]=[CH:57][C:56]([NH2:59])=[CH:55][CH:54]=2)[CH2:49][CH2:48]1)=[O:46])([CH3:43])[CH3:42]. (4) Given the product [F:12][C:13]1[CH:18]=[CH:17][C:16]([CH:19]([NH:21][C:1](=[O:11])[CH:2]=[CH:3][C:4]2[CH:5]=[CH:6][CH:7]=[CH:8][CH:9]=2)[CH3:20])=[CH:15][C:14]=1[N:22]1[CH2:23][CH2:24][O:25][CH2:26][CH2:27]1, predict the reactants needed to synthesize it. The reactants are: [C:1]([OH:11])(=O)[CH:2]=[CH:3][C:4]1[CH:9]=[CH:8][CH:7]=[CH:6][CH:5]=1.[F:12][C:13]1[CH:18]=[CH:17][C:16]([CH:19]([NH2:21])[CH3:20])=[CH:15][C:14]=1[N:22]1[CH2:27][CH2:26][O:25][CH2:24][CH2:23]1.CCN=C=NCCCN(C)C.Cl.CCN(CC)CC. (5) Given the product [Cl:8][C:7]1[C:2]([NH:26][CH2:25][C:22]2[CH:21]=[CH:20][C:19]([F:18])=[CH:24][N:23]=2)=[N:3][C:4]([C:9]2[CH:10]=[N:11][N:12]3[CH:17]=[CH:16][N:15]=[CH:14][C:13]=23)=[N:5][CH:6]=1, predict the reactants needed to synthesize it. The reactants are: Cl[C:2]1[C:7]([Cl:8])=[CH:6][N:5]=[C:4]([C:9]2[CH:10]=[N:11][N:12]3[CH:17]=[CH:16][N:15]=[CH:14][C:13]=23)[N:3]=1.[F:18][C:19]1[CH:20]=[CH:21][C:22]([CH2:25][NH2:26])=[N:23][CH:24]=1.C(N(C(C)C)CC)(C)C.